Predict the product of the given reaction. From a dataset of Forward reaction prediction with 1.9M reactions from USPTO patents (1976-2016). (1) Given the reactants Br[C:2]1[CH:7]=[C:6]([C:8]([CH3:11])([CH3:10])[CH3:9])[C:5]([OH:12])=[C:4]([C:13]([CH3:16])([CH3:15])[CH3:14])[CH:3]=1.CO[C:19]1[CH:24]=[CH:23][C:22]([CH:25]=[O:26])=[CH:21][C:20]=1B(O)O.[C:30]([O-])([O-])=[O:31].[K+].[K+].C(COC)OC, predict the reaction product. The product is: [C:13]([C:4]1[CH:3]=[C:2]([C:20]2([O:31][CH3:30])[CH:19]=[CH:24][CH:23]=[C:22]([CH:25]=[O:26])[CH2:21]2)[CH:7]=[C:6]([C:8]([CH3:11])([CH3:10])[CH3:9])[C:5]=1[OH:12])([CH3:16])([CH3:15])[CH3:14]. (2) The product is: [Br:1][C:2]1[CH:7]=[CH:6][CH:5]=[CH:4][C:3]=1[S:8][CH2:21][CH:22]=[C:23]([CH3:25])[CH3:24]. Given the reactants [Br:1][C:2]1[CH:7]=[CH:6][CH:5]=[CH:4][C:3]=1[SH:8].CN(C=O)C.C(=O)([O-])[O-].[K+].[K+].Br[CH2:21][CH:22]=[C:23]([CH3:25])[CH3:24], predict the reaction product. (3) Given the reactants [O-]Cl=O.[Na+].[Cl:5][C:6]1[N:7]=[C:8]([CH2:21][O:22][Si:23]([C:26]([CH3:29])([CH3:28])[CH3:27])([CH3:25])[CH3:24])[N:9]([CH2:13][O:14][CH2:15][CH2:16][Si:17]([CH3:20])([CH3:19])[CH3:18])[C:10]=1[CH:11]=[O:12].CC(=CC)C.CC([OH:39])(C)C, predict the reaction product. The product is: [Cl:5][C:6]1[N:7]=[C:8]([CH2:21][O:22][Si:23]([C:26]([CH3:29])([CH3:28])[CH3:27])([CH3:25])[CH3:24])[N:9]([CH2:13][O:14][CH2:15][CH2:16][Si:17]([CH3:20])([CH3:19])[CH3:18])[C:10]=1[C:11]([OH:39])=[O:12]. (4) Given the reactants C[Al](C)C.C1(C)C=CC=CC=1.[F:12][C:13]1[CH:14]=[C:15]2[C:20](=[CH:21][CH:22]=1)[N:19]=[CH:18][C:17]([NH2:23])=[CH:16]2.C([O:26][C:27](=O)[C:28]1[CH:33]=[CH:32][C:31]([N:34]2[CH2:40][CH:39]3[CH2:41][CH2:42][CH:36]([CH2:37][CH2:38]3)[CH2:35]2)=[CH:30][CH:29]=1)C, predict the reaction product. The product is: [CH:39]12[CH2:38][CH2:37][CH:36]([CH2:42][CH2:41]1)[CH2:35][N:34]([C:31]1[CH:30]=[CH:29][C:28]([C:27]([NH:23][C:17]3[CH:18]=[N:19][C:20]4[C:15]([CH:16]=3)=[CH:14][C:13]([F:12])=[CH:22][CH:21]=4)=[O:26])=[CH:33][CH:32]=1)[CH2:40]2. (5) Given the reactants [CH2:1]([O:3][C:4](=[O:22])[C:5]([O:8][C:9]1[CH:17]=[CH:16][CH:15]=[C:14]2[C:10]=1[CH:11]=[CH:12][N:13]2[CH2:18][CH2:19][CH2:20]Cl)([CH3:7])[CH3:6])[CH3:2].[CH2:23]([C:26]1[C:34]2[O:33][N:32]=[C:31]([C:35]([F:38])([F:37])[F:36])[C:30]=2[CH:29]=[CH:28][C:27]=1[OH:39])[CH2:24][CH3:25].C(=O)([O-])[O-].[K+].[K+].[I-].[K+], predict the reaction product. The product is: [CH2:1]([O:3][C:4](=[O:22])[C:5]([CH3:7])([O:8][C:9]1[CH:17]=[CH:16][CH:15]=[C:14]2[C:10]=1[CH:11]=[CH:12][N:13]2[CH2:18][CH2:19][CH2:20][O:39][C:27]1[CH:28]=[CH:29][C:30]2[C:31]([C:35]([F:38])([F:37])[F:36])=[N:32][O:33][C:34]=2[C:26]=1[CH2:23][CH2:24][CH3:25])[CH3:6])[CH3:2].